This data is from Forward reaction prediction with 1.9M reactions from USPTO patents (1976-2016). The task is: Predict the product of the given reaction. (1) Given the reactants P([O-])([O-])([O-])=O.[K+].[K+].[K+].I[C:10]1[CH:36]=[CH:35][C:13]2[N:14]([CH2:17][C:18]3[CH:34]=[CH:33][C:21]4[N:22]=[C:23]([NH:25][C@@H:26]5[CH2:31][CH2:30][CH2:29][CH2:28][C@H:27]5[OH:32])[S:24][C:20]=4[CH:19]=3)[CH:15]=[N:16][C:12]=2[CH:11]=1.[NH:37]1[CH2:42][CH2:41][CH2:40][CH2:39][C:38]1=[O:43], predict the reaction product. The product is: [OH:32][C@@H:27]1[CH2:28][CH2:29][CH2:30][CH2:31][C@H:26]1[NH:25][C:23]1[S:24][C:20]2[CH:19]=[C:18]([CH2:17][N:14]3[C:13]4[CH:35]=[CH:36][C:10]([N:37]5[CH2:42][CH2:41][CH2:40][CH2:39][C:38]5=[O:43])=[CH:11][C:12]=4[N:16]=[CH:15]3)[CH:34]=[CH:33][C:21]=2[N:22]=1. (2) Given the reactants [F:1][C:2]([F:7])([F:6])[C:3]([OH:5])=[O:4].[CH:8]1([N:11]2[C:15]3[C:16]([O:32][C@@H:33]([C@H:35]4[CH2:39][NH:38][C:37](=[O:40])[CH2:36]4)[CH3:34])=[N:17][C:18]([C:20]4[CH:25]=[CH:24][C:23]([N:26]5[CH2:31][CH2:30][NH:29][CH2:28][CH2:27]5)=[CH:22][CH:21]=4)=[CH:19][C:14]=3[N:13]=[CH:12]2)[CH2:10][CH2:9]1.C(N(CC)CC)C.[CH3:48][S:49](O[S:49]([CH3:48])(=[O:51])=[O:50])(=[O:51])=[O:50], predict the reaction product. The product is: [CH:8]1([N:11]2[C:15]3[C:16]([O:32][C@@H:33]([C@H:35]4[CH2:39][NH:38][C:37](=[O:40])[CH2:36]4)[CH3:34])=[N:17][C:18]([C:20]4[CH:25]=[CH:24][C:23]([N:26]5[CH2:31][CH2:30][N:29]([S:49]([CH3:48])(=[O:51])=[O:50])[CH2:28][CH2:27]5)=[CH:22][CH:21]=4)=[CH:19][C:14]=3[N:13]=[CH:12]2)[CH2:9][CH2:10]1.[F:1][C:2]([F:7])([F:6])[C:3]([OH:5])=[O:4]. (3) Given the reactants B(Br)(Br)Br.[OH:5][C:6]1[C:11]2[CH2:12][C@@H:13]3[C:18]([CH3:20])([CH3:19])[C@:17]([CH3:21])([C:10]=2[CH:9]=[CH:8][CH:7]=1)[CH2:16][CH2:15][N:14]3[C:22]([N:24]1[CH2:33][CH2:32][C:31]2[C:26](=[C:27]([O:34]C)[CH:28]=[CH:29][CH:30]=2)[CH2:25]1)=[O:23], predict the reaction product. The product is: [OH:34][C:27]1[CH:28]=[CH:29][CH:30]=[C:31]2[C:26]=1[CH2:25][N:24]([C:22]([N:14]1[CH2:15][CH2:16][C@:17]3([CH3:21])[C:18]([CH3:20])([CH3:19])[C@H:13]1[CH2:12][C:11]1[C:6]([OH:5])=[CH:7][CH:8]=[CH:9][C:10]=13)=[O:23])[CH2:33][CH2:32]2. (4) Given the reactants FC(F)(F)C(O)=O.[Br:8][C:9]1[CH:57]=[CH:56][C:12]2[NH:13][C:14]([CH2:16][CH2:17][CH:18]3[CH2:21][CH:20]([N:22]([CH2:24][C@@H:25]4[C@H:29]5[O:30]C(C)(C)[O:32][C@H:28]5[C@H:27]([N:35]5[C:39]6[N:40]=[CH:41][N:42]=[C:43]([NH:44]CC7C=CC(OC)=CC=7OC)[C:38]=6[CH:37]=[CH:36]5)[CH2:26]4)[CH3:23])[CH2:19]3)=[N:15][C:11]=2[CH:10]=1.C([SiH](CC)CC)C, predict the reaction product. The product is: [NH2:44][C:43]1[C:38]2[CH:37]=[CH:36][N:35]([C@@H:27]3[CH2:26][C@H:25]([CH2:24][N:22]([CH:20]4[CH2:19][CH:18]([CH2:17][CH2:16][C:14]5[NH:13][C:12]6[CH:56]=[CH:57][C:9]([Br:8])=[CH:10][C:11]=6[N:15]=5)[CH2:21]4)[CH3:23])[C@@H:29]([OH:30])[C@H:28]3[OH:32])[C:39]=2[N:40]=[CH:41][N:42]=1. (5) Given the reactants C(NC(C)C)(C)C.[Li]CCCC.[C:13]([NH:17][C:18](=[O:20])[OH:19])([CH3:16])([CH3:15])[CH3:14].[CH:21]1([S:24]([NH2:27])(=[O:26])=[O:25])[CH2:23][CH2:22]1.C(I)C(C)C, predict the reaction product. The product is: [CH2:14]([C:21]1([S:24]([NH2:27])(=[O:26])=[O:25])[CH2:23][CH2:22]1)[CH:13]([CH3:16])[CH3:15].[C:13]([NH:17][C:18](=[O:19])[O-:20])([CH3:16])([CH3:15])[CH3:14].